This data is from Reaction yield outcomes from USPTO patents with 853,638 reactions. The task is: Predict the reaction yield, written as a fraction of the theoretical maximum amount of product (1.0 means a 100% yield; for example, 0.34 means a 34% yield). (1) The reactants are [CH:1]1([CH2:6][CH:7]([N:11]2[C:16](=[O:17])[CH:15]=[C:14]([O:18][C:19]3[CH:24]=[CH:23][CH:22]=[C:21]([O:25][CH3:26])[CH:20]=3)[CH:13]=[N:12]2)[C:8](O)=[O:9])[CH2:5][CH2:4][CH2:3][CH2:2]1.[NH2:27][C:28]1[CH:32]=[CH:31][N:30]([CH2:33][C:34]([CH3:37])([OH:36])[CH3:35])[N:29]=1. No catalyst specified. The product is [CH:1]1([CH2:6][CH:7]([N:11]2[C:16](=[O:17])[CH:15]=[C:14]([O:18][C:19]3[CH:24]=[CH:23][CH:22]=[C:21]([O:25][CH3:26])[CH:20]=3)[CH:13]=[N:12]2)[C:8]([NH:27][C:28]2[CH:32]=[CH:31][N:30]([CH2:33][C:34]([OH:36])([CH3:35])[CH3:37])[N:29]=2)=[O:9])[CH2:5][CH2:4][CH2:3][CH2:2]1. The yield is 0.101. (2) The reactants are [F:1][C:2]([F:21])([F:20])[C:3]1[CH:8]=[C:7]([C:9]2[CH:14]=[CH:13][C:12]([C:15]([F:18])([F:17])[F:16])=[CH:11][CH:10]=2)[N:6]=[N:5][C:4]=1[NH2:19].[CH2:22](OC(OCC)CBr)[CH3:23]. No catalyst specified. The product is [F:21][C:2]([F:1])([F:20])[C:3]1[C:4]2[N:5]([CH:22]=[CH:23][N:19]=2)[N:6]=[C:7]([C:9]2[CH:14]=[CH:13][C:12]([C:15]([F:18])([F:17])[F:16])=[CH:11][CH:10]=2)[CH:8]=1. The yield is 0.940. (3) The reactants are [CH:1]1([N:7]([CH:18]2[CH2:23][CH2:22][CH2:21][CH2:20][CH2:19]2)[C:8]([NH:10][C:11]2[S:12][C:13]([CH:16]=O)=[CH:14][N:15]=2)=[O:9])[CH2:6][CH2:5][CH2:4][CH2:3][CH2:2]1.C(O)(=O)C.[CH2:28]([O:30][C:31](=[O:40])[CH2:32][C:33]1[CH:38]=[CH:37][C:36]([NH2:39])=[CH:35][CH:34]=1)[CH3:29].C(O[BH-](OC(=O)C)OC(=O)C)(=O)C.[Na+]. No catalyst specified. The product is [CH2:28]([O:30][C:31](=[O:40])[CH2:32][C:33]1[CH:34]=[CH:35][C:36]([NH:39][CH2:16][C:13]2[S:12][C:11]([NH:10][C:8]([N:7]([CH:1]3[CH2:6][CH2:5][CH2:4][CH2:3][CH2:2]3)[CH:18]3[CH2:19][CH2:20][CH2:21][CH2:22][CH2:23]3)=[O:9])=[N:15][CH:14]=2)=[CH:37][CH:38]=1)[CH3:29]. The yield is 0.300.